Dataset: Catalyst prediction with 721,799 reactions and 888 catalyst types from USPTO. Task: Predict which catalyst facilitates the given reaction. (1) Reactant: [OH:1][C:2]([CH3:7])([CH3:6])[C:3](O)=[O:4].CN(C(ON1N=NC2C=CC=NC1=2)=[N+](C)C)C.F[P-](F)(F)(F)(F)F.CCN(C(C)C)C(C)C.[CH3:41][N:42]1[C:51]2[C:46](=[CH:47][N:48]=[C:49]([CH3:52])[CH:50]=2)[CH:45]=[C:44]([C:53]2[CH:54]=[C:55]([NH:60]/[C:61](/[NH2:64])=[N:62]/O)[CH:56]=[CH:57][C:58]=2[CH3:59])[C:43]1=[O:65]. Product: [OH:1][C:2]([C:3]1[O:4][N:62]=[C:61]([NH:60][C:55]2[CH:56]=[CH:57][C:58]([CH3:59])=[C:53]([C:44]3[C:43](=[O:65])[N:42]([CH3:41])[C:51]4[C:46]([CH:45]=3)=[CH:47][N:48]=[C:49]([CH3:52])[CH:50]=4)[CH:54]=2)[N:64]=1)([CH3:7])[CH3:6]. The catalyst class is: 3. (2) Reactant: Cl[C:2]1[CH:7]=[C:6]([Cl:8])[N:5]=[C:4]([NH:9][C@H:10]([C:12]2[CH:17]=[CH:16][C:15]([F:18])=[CH:14][CH:13]=2)[CH3:11])[N:3]=1.C([Sn](CCCC)(CCCC)[C:24]1[S:28][CH:27]=[N:26][CH:25]=1)CCC. Product: [Cl:8][C:6]1[CH:7]=[C:2]([C:24]2[S:28][CH:27]=[N:26][CH:25]=2)[N:3]=[C:4]([NH:9][C@H:10]([C:12]2[CH:17]=[CH:16][C:15]([F:18])=[CH:14][CH:13]=2)[CH3:11])[N:5]=1. The catalyst class is: 73.